This data is from Forward reaction prediction with 1.9M reactions from USPTO patents (1976-2016). The task is: Predict the product of the given reaction. Given the reactants ClC(Cl)(O[C:5](=[O:11])OC(Cl)(Cl)Cl)Cl.[CH2:13]([C:16]1([CH2:41][CH:42]=[CH2:43])[C:39](=[O:40])[N:19]2[CH2:20][CH2:21][NH:22][C@@H:23]([C:24]3[CH:29]=[CH:28][C:27]([O:30][CH2:31][C:32]4[CH:37]=[CH:36][CH:35]=[CH:34][CH:33]=4)=[CH:26][C:25]=3[CH3:38])[C@@H:18]2[CH2:17]1)[CH:14]=[CH2:15].[F:44][C:45]([F:61])([F:60])[C:46]1[CH:47]=[C:48]([C@H:56]([NH:58][CH3:59])[CH3:57])[CH:49]=[C:50]([C:52]([F:55])([F:54])[F:53])[CH:51]=1, predict the reaction product. The product is: [F:44][C:45]([F:60])([F:61])[C:46]1[CH:47]=[C:48]([C@H:56]([N:58]([CH3:59])[C:5]([N:22]2[CH2:21][CH2:20][N:19]3[C:39](=[O:40])[C:16]([CH2:13][CH:14]=[CH2:15])([CH2:41][CH:42]=[CH2:43])[CH2:17][C@H:18]3[C@@H:23]2[C:24]2[CH:29]=[CH:28][C:27]([O:30][CH2:31][C:32]3[CH:33]=[CH:34][CH:35]=[CH:36][CH:37]=3)=[CH:26][C:25]=2[CH3:38])=[O:11])[CH3:57])[CH:49]=[C:50]([C:52]([F:53])([F:54])[F:55])[CH:51]=1.